Predict the reaction yield, written as a fraction of the theoretical maximum amount of product (1.0 means a 100% yield; for example, 0.34 means a 34% yield). From a dataset of Reaction yield outcomes from USPTO patents with 853,638 reactions. (1) The reactants are [C:1]1([CH2:7][C:8](Cl)=[O:9])[CH:6]=[CH:5][CH:4]=[CH:3][CH:2]=1.[S-:11][C:12]#[N:13].[K+].[NH2:15][C:16]1[CH:36]=[CH:35][C:19]([O:20][C:21]2[CH:26]=[CH:25][N:24]=[C:23]([NH:27][C:28]([N:30]3[CH2:34][CH2:33][CH2:32][CH2:31]3)=[O:29])[CH:22]=2)=[C:18]([F:37])[CH:17]=1.C(OCC)C. The catalyst is C(#N)C. The product is [F:37][C:18]1[CH:17]=[C:16]([NH:15][C:12]([NH:13][C:8](=[O:9])[CH2:7][C:1]2[CH:6]=[CH:5][CH:4]=[CH:3][CH:2]=2)=[S:11])[CH:36]=[CH:35][C:19]=1[O:20][C:21]1[CH:26]=[CH:25][N:24]=[C:23]([NH:27][C:28]([N:30]2[CH2:31][CH2:32][CH2:33][CH2:34]2)=[O:29])[CH:22]=1. The yield is 0.340. (2) The reactants are [Cl:1][C:2]1[CH:10]=[C:6]([C:7]([OH:9])=O)[C:5]([OH:11])=[CH:4][CH:3]=1.[F:12][C:13]([F:22])([F:21])[C:14]1[CH:20]=[CH:19][C:17]([NH2:18])=[CH:16][CH:15]=1. No catalyst specified. The product is [Cl:1][C:2]1[CH:3]=[CH:4][C:5]([OH:11])=[C:6]([CH:10]=1)[C:7]([NH:18][C:17]1[CH:19]=[CH:20][C:14]([C:13]([F:12])([F:21])[F:22])=[CH:15][CH:16]=1)=[O:9]. The yield is 0.750. (3) The reactants are [NH2:1][C:2]1[C:7]([Cl:8])=[CH:6][C:5]([C:9]([N:11]2[CH2:16][CH2:15][O:14][CH2:13][CH2:12]2)=[O:10])=[C:4]([CH3:17])[CH:3]=1.Cl[C:19]1[N:24]=[C:23]([NH:25][CH3:26])[C:22]([C:27]([F:30])([F:29])[F:28])=[CH:21][N:20]=1.C1(C)C=CC(S(O)(=O)=O)=CC=1.C(=O)(O)[O-].[Na+]. The catalyst is O1CCOCC1.C(Cl)Cl. The product is [Cl:8][C:7]1[C:2]([NH:1][C:19]2[N:24]=[C:23]([NH:25][CH3:26])[C:22]([C:27]([F:30])([F:28])[F:29])=[CH:21][N:20]=2)=[CH:3][C:4]([CH3:17])=[C:5]([C:9]([N:11]2[CH2:16][CH2:15][O:14][CH2:13][CH2:12]2)=[O:10])[CH:6]=1. The yield is 0.530. (4) The reactants are C[O:2][C:3]([C:5]1[CH:15]=[CH:14][C:8]2[O:9][C:10]([F:13])([F:12])[O:11][C:7]=2[CH:6]=1)=O.[H-].[Al+3].[Li+].[H-].[H-].[H-].O.[OH-].[Na+]. The catalyst is O1CCCC1. The product is [F:13][C:10]1([F:12])[O:9][C:8]2[CH:14]=[CH:15][C:5]([CH2:3][OH:2])=[CH:6][C:7]=2[O:11]1. The yield is 0.760.